From a dataset of Reaction yield outcomes from USPTO patents with 853,638 reactions. Predict the reaction yield, written as a fraction of the theoretical maximum amount of product (1.0 means a 100% yield; for example, 0.34 means a 34% yield). (1) The product is [CH3:1][C:2]1[C:3]([CH3:21])=[CH:4][C:5]2[N:14]([CH2:15][CH2:16][N:22]3[CH2:26][CH2:25][CH2:24][C@H:23]3[C:27]([OH:29])=[O:28])[C:13]3[C:8]([C:9](=[O:19])[NH:10][C:11](=[O:18])[N:12]=3)=[N:7][C:6]=2[CH:20]=1. The reactants are [CH3:1][C:2]1[C:3]([CH3:21])=[CH:4][C:5]2[N:14]([CH2:15][CH:16]=O)[C:13]3[C:8]([C:9](=[O:19])[NH:10][C:11](=[O:18])[N:12]=3)=[N:7][C:6]=2[CH:20]=1.[NH:22]1[CH2:26][CH2:25][CH2:24][C@H:23]1[C:27]([OH:29])=[O:28].C(O)(=O)C.C([BH3-])#N.[Na+]. The yield is 0.590. The catalyst is CO. (2) The reactants are [OH2:1].[NH2:2][NH2:3].[OH-].[Na+].[CH3:6][C:7]([O:10][CH3:11])([CH3:9])[CH3:8].[CH2:12]1[CH2:16]OC[CH2:13]1. No catalyst specified. The product is [CH3:6][C:7]1([O:10][C:11](=[O:1])[NH:2][NH2:3])[CH2:9][CH2:16][CH2:12][CH2:13][CH2:8]1. The yield is 0.980. (3) The reactants are Br[C:2]1[C:11]2[CH2:10][CH2:9][CH2:8][CH2:7][C:6]=2[C:5](=[O:12])[N:4]([CH3:13])[CH:3]=1.[CH3:14][C:15]1([CH3:31])[C:19]([CH3:21])([CH3:20])[O:18][B:17]([B:17]2[O:18][C:19]([CH3:21])([CH3:20])[C:15]([CH3:31])([CH3:14])[O:16]2)[O:16]1.CC(C1C=C(C(C)C)C(C2C=CC=CC=2P(C2CCCCC2)C2CCCCC2)=C(C(C)C)C=1)C.CC([O-])=O.[K+]. The catalyst is O1CCOCC1.C1C=CC(/C=C/C(/C=C/C2C=CC=CC=2)=O)=CC=1.C1C=CC(/C=C/C(/C=C/C2C=CC=CC=2)=O)=CC=1.C1C=CC(/C=C/C(/C=C/C2C=CC=CC=2)=O)=CC=1.[Pd].[Pd].CC(=O)OCC. The product is [CH3:13][N:4]1[CH:3]=[C:2]([B:17]2[O:18][C:19]([CH3:21])([CH3:20])[C:15]([CH3:31])([CH3:14])[O:16]2)[C:11]2[CH2:10][CH2:9][CH2:8][CH2:7][C:6]=2[C:5]1=[O:12]. The yield is 0.380. (4) The yield is 0.930. The product is [C:1]([N:5]1[C:6]2[C:7](=[CH:8][C:9]([N+:12]([O-:14])=[O:13])=[CH:10][CH:11]=2)[CH:15]=[CH:16]1)([CH3:4])([CH3:3])[CH3:2]. The catalyst is CN(C=O)C.[Cu]I. The reactants are [C:1]([NH:5][C:6]1[CH:11]=[CH:10][C:9]([N+:12]([O-:14])=[O:13])=[CH:8][C:7]=1[C:15]#[C:16][Si](C)(C)C)([CH3:4])([CH3:3])[CH3:2].CCOC(C)=O. (5) The reactants are C[O:2][C:3]([CH:5]1[CH2:9][C:8]([F:11])([F:10])[CH2:7][N:6]1[C:12]([O:14][C:15]([CH3:18])([CH3:17])[CH3:16])=[O:13])=[O:4].[OH-].[Li+]. The catalyst is C(#N)C.O. The product is [C:15]([O:14][C:12]([N:6]1[CH2:7][C:8]([F:10])([F:11])[CH2:9][CH:5]1[C:3]([OH:4])=[O:2])=[O:13])([CH3:18])([CH3:16])[CH3:17]. The yield is 0.956. (6) The reactants are [C:1]([S@@:5](/[N:7]=[CH:8]/[C:9]1[S:10][C:11]([C:14]([O:16][C:17]([CH3:20])([CH3:19])[CH3:18])=[O:15])=[CH:12][N:13]=1)=[O:6])([CH3:4])([CH3:3])[CH3:2].[CH3:21][Mg]Br. The catalyst is C(Cl)Cl. The product is [CH3:2][C:1]([CH3:4])([S@@:5]([NH:7][C@@H:8]([C:9]1[S:10][C:11]([C:14]([O:16][C:17]([CH3:20])([CH3:19])[CH3:18])=[O:15])=[CH:12][N:13]=1)[CH3:21])=[O:6])[CH3:3]. The yield is 0.640. (7) The reactants are C(O[C:4]([C:6]1[S:14][C:9]2=[CH:10][N:11]=[CH:12][CH:13]=[C:8]2[C:7]=1[NH:15][C:16]1[CH:21]=[CH:20][C:19]([I:22])=[CH:18][C:17]=1[F:23])=[O:5])C.[OH-].[Na+].[CH3:26][C:27]1([CH3:35])[O:31][C@@H:30]([CH2:32][O:33][NH2:34])[CH2:29][O:28]1.CCN=C=NCCCN(C)C.C1C=CC2N(O)N=NC=2C=1.CCN(C(C)C)C(C)C. The catalyst is C1COCC1.C(O)C. The product is [CH3:26][C:27]1([CH3:35])[O:31][C@@H:30]([CH2:32][O:33][NH:34][C:4]([C:6]2[S:14][C:9]3=[CH:10][N:11]=[CH:12][CH:13]=[C:8]3[C:7]=2[NH:15][C:16]2[CH:21]=[CH:20][C:19]([I:22])=[CH:18][C:17]=2[F:23])=[O:5])[CH2:29][O:28]1. The yield is 0.660. (8) The reactants are [CH3:1][C:2]1[N:7]([CH2:8][C:9]2[S:10][C:11]([C:14]([F:17])([F:16])[F:15])=[CH:12][CH:13]=2)[C:6](=[O:18])[N:5]=[C:4](SC)[N:3]=1.[NH:21]1[CH2:26][CH2:25][CH:24]([OH:27])[CH2:23][CH2:22]1. The catalyst is O1CCOCC1. The product is [OH:27][CH:24]1[CH2:25][CH2:26][N:21]([C:4]2[N:3]=[C:2]([CH3:1])[N:7]([CH2:8][C:9]3[S:10][C:11]([C:14]([F:17])([F:16])[F:15])=[CH:12][CH:13]=3)[C:6](=[O:18])[N:5]=2)[CH2:22][CH2:23]1. The yield is 1.00. (9) The reactants are [CH2:1]([N:4]([CH2:36][CH2:37][CH3:38])[CH:5]([C:21]1[CH:26]=[CH:25][CH:24]=[C:23]([C:27]2[C:32]([CH3:33])=[CH:31][C:30]([CH3:34])=[CH:29][C:28]=2[CH3:35])[N:22]=1)[CH:6]([CH:10]([C:16]([O:18]CC)=O)[C:11]([O:13][CH2:14][CH3:15])=[O:12])OCC)[CH2:2][CH3:3]. The catalyst is C1C=CC(C2C=CC=CC=2)=CC=1.C1C=CC(OC2C=CC=CC=2)=CC=1. The product is [CH2:1]([N:4]([CH2:36][CH2:37][CH3:38])[C:5]1[CH:6]=[C:10]([C:11]([O:13][CH2:14][CH3:15])=[O:12])[C:16](=[O:18])[N:22]2[C:21]=1[CH:26]=[CH:25][CH:24]=[C:23]2[C:27]1[C:32]([CH3:33])=[CH:31][C:30]([CH3:34])=[CH:29][C:28]=1[CH3:35])[CH2:2][CH3:3]. The yield is 0.480.